From a dataset of Peptide-MHC class II binding affinity with 134,281 pairs from IEDB. Regression. Given a peptide amino acid sequence and an MHC pseudo amino acid sequence, predict their binding affinity value. This is MHC class II binding data. The peptide sequence is DSNYKLAVDGLLSKV. The MHC is DRB5_0101 with pseudo-sequence DRB5_0101. The binding affinity (normalized) is 0.622.